From a dataset of Reaction yield outcomes from USPTO patents with 853,638 reactions. Predict the reaction yield, written as a fraction of the theoretical maximum amount of product (1.0 means a 100% yield; for example, 0.34 means a 34% yield). (1) The reactants are [C:1]([C:3]1[C:4]([C:13]2[C:21]3[C:16](=[N:17][CH:18]=[C:19]([NH:22][C:23](=[O:32])[O:24][CH2:25][C:26]4[CH:31]=[CH:30][CH:29]=[CH:28][CH:27]=4)[CH:20]=3)[N:15]([S:33]([C:36]3[CH:42]=[CH:41][C:39]([CH3:40])=[CH:38][CH:37]=3)(=[O:35])=[O:34])[CH:14]=2)=[N:5][C:6](S(C)(=O)=O)=[N:7][CH:8]=1)#[N:2].[CH:43]([NH2:46])([CH3:45])[CH3:44].CCN(C(C)C)C(C)C. The catalyst is C1COCC1. The product is [C:1]([C:3]1[C:4]([C:13]2[C:21]3[C:16](=[N:17][CH:18]=[C:19]([NH:22][C:23](=[O:32])[O:24][CH2:25][C:26]4[CH:31]=[CH:30][CH:29]=[CH:28][CH:27]=4)[CH:20]=3)[N:15]([S:33]([C:36]3[CH:42]=[CH:41][C:39]([CH3:40])=[CH:38][CH:37]=3)(=[O:35])=[O:34])[CH:14]=2)=[N:5][C:6]([NH:46][CH:43]([CH3:45])[CH3:44])=[N:7][CH:8]=1)#[N:2]. The yield is 0.820. (2) The reactants are [CH3:1][O:2][C:3]1[CH:12]=[CH:11][C:10]2[C:5](=[CH:6][CH:7]=[C:8]([C:13]3[CH:18]=[CH:17][CH:16]=[C:15]([O:19][CH3:20])[CH:14]=3)[CH:9]=2)[C:4]=1[C:21]([OH:23])=O.[CH3:24][NH2:25]. No catalyst specified. The product is [CH3:1][O:2][C:3]1[CH:12]=[CH:11][C:10]2[C:5](=[CH:6][CH:7]=[C:8]([C:13]3[CH:18]=[CH:17][CH:16]=[C:15]([O:19][CH3:20])[CH:14]=3)[CH:9]=2)[C:4]=1[C:21]([NH:25][CH3:24])=[O:23]. The yield is 1.00. (3) The reactants are [Al+3].[Cl-].[Cl-].[Cl-].ClCCCC(Cl)=O.C(C1C=CC=CC=1CC(O)=O)C.C([C:26]1[CH:31]=[CH:30][C:29]([CH2:32][C:33]([OH:35])=[O:34])=[C:28]([C:36](=[O:41])[CH2:37][CH2:38][CH2:39]Cl)[CH:27]=1)C.[Li+].[OH-]. The yield is 0.110. The product is [CH:37]1([C:36]([C:28]2[CH:27]=[CH:26][CH:31]=[CH:30][C:29]=2[CH2:32][C:33]([OH:35])=[O:34])=[O:41])[CH2:38][CH2:39]1. The catalyst is C(Cl)Cl.O.C(O)C. (4) The reactants are [C-:1]#[N:2].[Na+].[NH2:4][C:5]1[CH:10]=[CH:9][C:8]([CH3:11])=[CH:7][CH:6]=1.[C:12]1(=O)[CH2:17][CH2:16][CH2:15][CH2:14][CH2:13]1.C(OCC)(=O)C. The catalyst is C(O)(=O)C. The product is [CH3:11][C:8]1[CH:9]=[CH:10][C:5]([NH:4][C:12]2([C:1]#[N:2])[CH2:17][CH2:16][CH2:15][CH2:14][CH2:13]2)=[CH:6][CH:7]=1. The yield is 0.930. (5) The reactants are [CH2:1]([NH:5][CH3:6])[CH2:2][CH2:3][CH3:4].[CH:7]1([N:13]=[C:14]=[N:15][CH:16]2[CH2:21][CH2:20][CH2:19][CH2:18][CH2:17]2)[CH2:12][CH2:11][CH2:10][CH2:9][CH2:8]1. No catalyst specified. The product is [CH2:1]([N:5]([CH3:6])[C:14]([NH:13][CH:7]1[CH2:8][CH2:9][CH2:10][CH2:11][CH2:12]1)=[N:15][CH:16]1[CH2:21][CH2:20][CH2:19][CH2:18][CH2:17]1)[CH2:2][CH2:3][CH3:4]. The yield is 0.997. (6) The reactants are I[C:2]1[C:3]([NH:8][C:9](=[O:14])[C:10]([CH3:13])([CH3:12])[CH3:11])=[N:4][CH:5]=[CH:6][CH:7]=1.[Br:15][C:16]1[CH:17]=[N:18][NH:19][CH:20]=1.[C@@H]1(N)CCCC[C@H]1N.C(=O)([O-])[O-].[K+].[K+]. The product is [Br:15][C:16]1[CH:17]=[N:18][N:19]([C:2]2[C:3]([NH:8][C:9](=[O:14])[C:10]([CH3:13])([CH3:12])[CH3:11])=[N:4][CH:5]=[CH:6][CH:7]=2)[CH:20]=1. The catalyst is [Cu]I.C1(C)C=CC=CC=1. The yield is 0.520.